Dataset: Forward reaction prediction with 1.9M reactions from USPTO patents (1976-2016). Task: Predict the product of the given reaction. (1) Given the reactants [N:1]1([C:6]([NH:8][CH:9]2[C:17]3[C:12](=[CH:13][C:14]([C:18]([NH:20][C:21]4[CH:26]=[CH:25][CH:24]=[CH:23][C:22]=4[NH:27][C:28](=[O:34])[O:29][C:30]([CH3:33])([CH3:32])[CH3:31])=[O:19])=[CH:15][CH:16]=3)[CH2:11][CH2:10]2)=[O:7])[CH:5]=CN=C1.CCN(CC)CC.NC[C:44]1[CH:49]=[CH:48][N:47]=[CH:46][CH:45]=1, predict the reaction product. The product is: [N:47]1[CH:48]=[CH:49][C:44]([CH2:5][NH:1][C:6]([NH:8][CH:9]2[C:17]3[C:12](=[CH:13][C:14]([C:18]([NH:20][C:21]4[CH:26]=[CH:25][CH:24]=[CH:23][C:22]=4[NH:27][C:28](=[O:34])[O:29][C:30]([CH3:31])([CH3:32])[CH3:33])=[O:19])=[CH:15][CH:16]=3)[CH2:11][CH2:10]2)=[O:7])=[CH:45][CH:46]=1. (2) The product is: [CH3:1][C:2]1[CH:31]=[CH:30][C:5]([C:6]([NH:8][C:9]2[C:22]3[C:21](=[O:23])[C:20]4[C:15](=[CH:16][CH:17]=[CH:18][CH:19]=4)[C:14](=[O:24])[C:13]=3[CH:12]=[CH:11][C:10]=2[NH:25][C:26](=[O:29])[CH2:27][N:41]2[CH2:46][CH2:45][CH2:44][CH2:43][CH2:42]2)=[O:7])=[CH:4][CH:3]=1. Given the reactants [CH3:1][C:2]1[CH:31]=[CH:30][C:5]([C:6]([NH:8][C:9]2[C:22]3[C:21](=[O:23])[C:20]4[C:15](=[CH:16][CH:17]=[CH:18][CH:19]=4)[C:14](=[O:24])[C:13]=3[CH:12]=[CH:11][C:10]=2[NH:25][C:26](=[O:29])[CH2:27]Cl)=[O:7])=[CH:4][CH:3]=1.CCN(C(C)C)C(C)C.[NH:41]1[CH2:46][CH2:45][CH2:44][CH2:43][CH2:42]1.C(OCC)(=O)C, predict the reaction product. (3) Given the reactants [Cl:1][C:2]1[CH:3]=[C:4]([C:9]2[CH:14]=[C:13]([CH2:15][CH2:16][CH2:17][C:18]3[CH:23]=[CH:22][C:21]([C:24]([F:27])([F:26])[F:25])=[CH:20][CH:19]=3)[CH:12]=[C:11]([CH:28]=O)[C:10]=2[OH:30])[CH:5]=[CH:6][C:7]=1[Cl:8].[C:31]([NH2:35])([CH3:34])([CH3:33])[CH3:32], predict the reaction product. The product is: [ClH:1].[C:31]([NH:35][CH2:28][C:11]1[CH:12]=[C:13]([CH2:15][CH2:16][CH2:17][C:18]2[CH:23]=[CH:22][C:21]([C:24]([F:25])([F:27])[F:26])=[CH:20][CH:19]=2)[CH:14]=[C:9]([C:4]2[CH:5]=[CH:6][C:7]([Cl:8])=[C:2]([Cl:1])[CH:3]=2)[C:10]=1[OH:30])([CH3:34])([CH3:33])[CH3:32]. (4) Given the reactants [CH3:1][O:2][C:3]1[CH:4]=[C:5]([CH:23]=[CH:24][C:25]=1[O:26][CH3:27])[CH2:6][CH:7]1[C:16]2[C:11](=[CH:12][C:13]([O:21][CH3:22])=[C:14]([O:17][CH:18]([CH3:20])[CH3:19])[CH:15]=2)[CH2:10][CH2:9][NH:8]1.Br[CH2:29][C:30](Br)=[O:31].[CH3:33][CH:34]1[CH2:43][CH2:42][C:41]2[C:36](=[CH:37][CH:38]=[CH:39][CH:40]=2)[CH:35]1[NH2:44], predict the reaction product. The product is: [CH3:1][O:2][C:3]1[CH:4]=[C:5]([CH:23]=[CH:24][C:25]=1[O:26][CH3:27])[CH2:6][CH:7]1[C:16]2[C:11](=[CH:12][C:13]([O:21][CH3:22])=[C:14]([O:17][CH:18]([CH3:20])[CH3:19])[CH:15]=2)[CH2:10][CH2:9][N:8]1[CH2:29][C:30]([NH:44][CH:35]1[C:36]2[C:41](=[CH:40][CH:39]=[CH:38][CH:37]=2)[CH2:42][CH2:43][CH:34]1[CH3:33])=[O:31].